This data is from NCI-60 drug combinations with 297,098 pairs across 59 cell lines. The task is: Regression. Given two drug SMILES strings and cell line genomic features, predict the synergy score measuring deviation from expected non-interaction effect. (1) Synergy scores: CSS=4.08, Synergy_ZIP=0.0276, Synergy_Bliss=2.96, Synergy_Loewe=0.302, Synergy_HSA=1.27. Drug 2: CC(CN1CC(=O)NC(=O)C1)N2CC(=O)NC(=O)C2. Drug 1: CC1C(C(CC(O1)OC2CC(CC3=C2C(=C4C(=C3O)C(=O)C5=C(C4=O)C(=CC=C5)OC)O)(C(=O)CO)O)N)O.Cl. Cell line: MDA-MB-435. (2) Drug 1: CC1=C(C=C(C=C1)NC2=NC=CC(=N2)N(C)C3=CC4=NN(C(=C4C=C3)C)C)S(=O)(=O)N.Cl. Drug 2: CC12CCC3C(C1CCC2O)C(CC4=C3C=CC(=C4)O)CCCCCCCCCS(=O)CCCC(C(F)(F)F)(F)F. Cell line: OVCAR-5. Synergy scores: CSS=0.102, Synergy_ZIP=0.454, Synergy_Bliss=2.31, Synergy_Loewe=-0.564, Synergy_HSA=0.339. (3) Drug 1: CC(C1=C(C=CC(=C1Cl)F)Cl)OC2=C(N=CC(=C2)C3=CN(N=C3)C4CCNCC4)N. Drug 2: CS(=O)(=O)OCCCCOS(=O)(=O)C. Cell line: UACC-257. Synergy scores: CSS=-6.61, Synergy_ZIP=2.35, Synergy_Bliss=-0.625, Synergy_Loewe=-6.81, Synergy_HSA=-5.53. (4) Drug 1: CC12CCC3C(C1CCC2=O)CC(=C)C4=CC(=O)C=CC34C. Drug 2: C1CC(=O)NC(=O)C1N2C(=O)C3=CC=CC=C3C2=O. Cell line: MOLT-4. Synergy scores: CSS=62.7, Synergy_ZIP=1.08, Synergy_Bliss=-6.56, Synergy_Loewe=-8.64, Synergy_HSA=-8.39. (5) Drug 1: CC1C(C(CC(O1)OC2CC(OC(C2O)C)OC3=CC4=CC5=C(C(=O)C(C(C5)C(C(=O)C(C(C)O)O)OC)OC6CC(C(C(O6)C)O)OC7CC(C(C(O7)C)O)OC8CC(C(C(O8)C)O)(C)O)C(=C4C(=C3C)O)O)O)O. Drug 2: CNC(=O)C1=NC=CC(=C1)OC2=CC=C(C=C2)NC(=O)NC3=CC(=C(C=C3)Cl)C(F)(F)F. Cell line: T-47D. Synergy scores: CSS=11.7, Synergy_ZIP=-1.20, Synergy_Bliss=-3.10, Synergy_Loewe=-27.4, Synergy_HSA=-2.22. (6) Drug 1: CC1=C(C(=CC=C1)Cl)NC(=O)C2=CN=C(S2)NC3=CC(=NC(=N3)C)N4CCN(CC4)CCO. Drug 2: CS(=O)(=O)CCNCC1=CC=C(O1)C2=CC3=C(C=C2)N=CN=C3NC4=CC(=C(C=C4)OCC5=CC(=CC=C5)F)Cl. Cell line: SF-539. Synergy scores: CSS=7.85, Synergy_ZIP=2.65, Synergy_Bliss=9.56, Synergy_Loewe=3.93, Synergy_HSA=2.33. (7) Drug 1: CC12CCC3C(C1CCC2O)C(CC4=C3C=CC(=C4)O)CCCCCCCCCS(=O)CCCC(C(F)(F)F)(F)F. Drug 2: CC(C)(C#N)C1=CC(=CC(=C1)CN2C=NC=N2)C(C)(C)C#N. Cell line: UACC-257. Synergy scores: CSS=0.550, Synergy_ZIP=-2.00, Synergy_Bliss=-5.11, Synergy_Loewe=-3.68, Synergy_HSA=-3.53. (8) Drug 1: C1C(C(OC1N2C=C(C(=O)NC2=O)F)CO)O. Drug 2: C1=NNC2=C1C(=O)NC=N2. Cell line: BT-549. Synergy scores: CSS=17.4, Synergy_ZIP=-0.793, Synergy_Bliss=-0.279, Synergy_Loewe=-0.444, Synergy_HSA=1.64.